From a dataset of Forward reaction prediction with 1.9M reactions from USPTO patents (1976-2016). Predict the product of the given reaction. (1) Given the reactants [NH2:1][CH2:2][CH:3]1[CH:11]2[CH:6]([CH2:7][CH2:8][CH2:9][CH2:10]2)[CH2:5][N:4]1[C:12]([C:14]1[N:15]=[C:16]([CH3:25])[S:17][C:18]=1[C:19]1[CH:24]=[CH:23][CH:22]=[CH:21][CH:20]=1)=[O:13].[O:26]1[C:30]2=[CH:31][CH:32]=[CH:33][C:34]([C:35](O)=[O:36])=[C:29]2[CH:28]=[CH:27]1, predict the reaction product. The product is: [CH3:25][C:16]1[S:17][C:18]([C:19]2[CH:24]=[CH:23][CH:22]=[CH:21][CH:20]=2)=[C:14]([C:12]([N:4]2[CH2:5][C@@H:6]3[C@H:11]([CH2:10][CH2:9][CH2:8][CH2:7]3)[C@H:3]2[CH2:2][NH:1][C:35]([C:34]2[CH:33]=[CH:32][CH:31]=[C:30]3[O:26][CH:27]=[CH:28][C:29]=23)=[O:36])=[O:13])[N:15]=1. (2) Given the reactants [N:1]([CH2:4][CH2:5][C:6]1([C:11]([NH:13][C@@H:14]([CH2:18][C:19]2[CH:24]=[CH:23][C:22]([NH:25][C:26](=[O:35])[C:27]3[C:32]([Cl:33])=[CH:31][CH:30]=[CH:29][C:28]=3[Cl:34])=[CH:21][CH:20]=2)[C:15]([OH:17])=[O:16])=[O:12])[CH2:10][CH2:9][CH2:8][CH2:7]1)=[N+:2]=[N-:3].FC(F)(F)C(OC(=O)C(F)(F)F)=O.[C:49](O)([CH3:52])([CH3:51])[CH3:50], predict the reaction product. The product is: [C:49]([O:16][C:15](=[O:17])[C@@H:14]([NH:13][C:11]([C:6]1([CH2:5][CH2:4][N:1]=[N+:2]=[N-:3])[CH2:10][CH2:9][CH2:8][CH2:7]1)=[O:12])[CH2:18][C:19]1[CH:20]=[CH:21][C:22]([NH:25][C:26](=[O:35])[C:27]2[C:28]([Cl:34])=[CH:29][CH:30]=[CH:31][C:32]=2[Cl:33])=[CH:23][CH:24]=1)([CH3:52])([CH3:51])[CH3:50].